Task: Regression. Given two drug SMILES strings and cell line genomic features, predict the synergy score measuring deviation from expected non-interaction effect.. Dataset: NCI-60 drug combinations with 297,098 pairs across 59 cell lines (1) Drug 2: CC1=C(C=C(C=C1)C(=O)NC2=CC(=CC(=C2)C(F)(F)F)N3C=C(N=C3)C)NC4=NC=CC(=N4)C5=CN=CC=C5. Drug 1: CC1C(C(=O)NC(C(=O)N2CCCC2C(=O)N(CC(=O)N(C(C(=O)O1)C(C)C)C)C)C(C)C)NC(=O)C3=C4C(=C(C=C3)C)OC5=C(C(=O)C(=C(C5=N4)C(=O)NC6C(OC(=O)C(N(C(=O)CN(C(=O)C7CCCN7C(=O)C(NC6=O)C(C)C)C)C)C(C)C)C)N)C. Cell line: NCI-H522. Synergy scores: CSS=16.1, Synergy_ZIP=8.74, Synergy_Bliss=8.18, Synergy_Loewe=4.30, Synergy_HSA=4.27. (2) Drug 1: CC1C(C(CC(O1)OC2CC(CC3=C2C(=C4C(=C3O)C(=O)C5=C(C4=O)C(=CC=C5)OC)O)(C(=O)C)O)N)O.Cl. Drug 2: CC1=CC=C(C=C1)C2=CC(=NN2C3=CC=C(C=C3)S(=O)(=O)N)C(F)(F)F. Cell line: NCIH23. Synergy scores: CSS=25.0, Synergy_ZIP=-2.89, Synergy_Bliss=1.71, Synergy_Loewe=3.16, Synergy_HSA=3.67. (3) Drug 1: CN(C)C1=NC(=NC(=N1)N(C)C)N(C)C. Drug 2: CC1C(C(CC(O1)OC2CC(CC3=C2C(=C4C(=C3O)C(=O)C5=C(C4=O)C(=CC=C5)OC)O)(C(=O)CO)O)N)O.Cl. Cell line: UACC-257. Synergy scores: CSS=48.2, Synergy_ZIP=0.811, Synergy_Bliss=0.0860, Synergy_Loewe=-23.7, Synergy_HSA=2.06. (4) Cell line: A549. Synergy scores: CSS=53.1, Synergy_ZIP=-2.17, Synergy_Bliss=-2.32, Synergy_Loewe=-18.1, Synergy_HSA=-1.75. Drug 1: CC=C1C(=O)NC(C(=O)OC2CC(=O)NC(C(=O)NC(CSSCCC=C2)C(=O)N1)C(C)C)C(C)C. Drug 2: C1=NC(=NC(=O)N1C2C(C(C(O2)CO)O)O)N.